From a dataset of Full USPTO retrosynthesis dataset with 1.9M reactions from patents (1976-2016). Predict the reactants needed to synthesize the given product. The reactants are: C1(P(C2CCCCC2)C2CCCCC2)CCCCC1.Cl[C:21]1[CH:22]=[C:23]2[CH2:29][O:28][CH2:27][C:24]2=[N:25][CH:26]=1.[B:30]1([B:30]2[O:34][C:33]([CH3:36])([CH3:35])[C:32]([CH3:38])([CH3:37])[O:31]2)[O:34][C:33]([CH3:36])([CH3:35])[C:32]([CH3:38])([CH3:37])[O:31]1.C([O-])(=O)C.[K+]. Given the product [CH3:37][C:32]1([CH3:38])[C:33]([CH3:36])([CH3:35])[O:34][B:30]([C:21]2[CH:22]=[C:23]3[CH2:29][O:28][CH2:27][C:24]3=[N:25][CH:26]=2)[O:31]1, predict the reactants needed to synthesize it.